Dataset: Catalyst prediction with 721,799 reactions and 888 catalyst types from USPTO. Task: Predict which catalyst facilitates the given reaction. Reactant: FC(F)(F)C(O)=O.[Cl:8][C:9]1[CH:21]=[C:20]([O:22][C:23]2[CH:24]=[N:25][C:26]([CH:30]3[CH2:32][CH2:31]3)=[C:27]([Cl:29])[CH:28]=2)[C:19]([Cl:33])=[CH:18][C:10]=1[C:11]([O:13]C(C)(C)C)=[O:12]. Product: [Cl:8][C:9]1[CH:21]=[C:20]([O:22][C:23]2[CH:24]=[N:25][C:26]([CH:30]3[CH2:32][CH2:31]3)=[C:27]([Cl:29])[CH:28]=2)[C:19]([Cl:33])=[CH:18][C:10]=1[C:11]([OH:13])=[O:12]. The catalyst class is: 4.